This data is from Forward reaction prediction with 1.9M reactions from USPTO patents (1976-2016). The task is: Predict the product of the given reaction. (1) Given the reactants C1(P(C2C=CC=CC=2)C2C=CC=CC=2)C=CC=CC=1.[OH:20][C@@H:21]([CH2:55][CH2:56]O)[C:22]([NH:24][CH2:25][C@H:26]([O:28][C:29]1[CH:38]=[CH:37][CH:36]=[C:35]2[C:30]=1[C:31]([NH:39][C:40]1[CH:45]=[CH:44][C:43]([O:46][C:47]3[CH:48]=[N:49][C:50]([CH3:53])=[CH:51][CH:52]=3)=[C:42]([CH3:54])[CH:41]=1)=[N:32][CH:33]=[N:34]2)[CH3:27])=[O:23].C(Br)(Br)(Br)[Br:59], predict the reaction product. The product is: [Br:59][CH2:56][CH2:55][C@H:21]([OH:20])[C:22]([NH:24][CH2:25][C@H:26]([O:28][C:29]1[CH:38]=[CH:37][CH:36]=[C:35]2[C:30]=1[C:31]([NH:39][C:40]1[CH:45]=[CH:44][C:43]([O:46][C:47]3[CH:48]=[N:49][C:50]([CH3:53])=[CH:51][CH:52]=3)=[C:42]([CH3:54])[CH:41]=1)=[N:32][CH:33]=[N:34]2)[CH3:27])=[O:23]. (2) Given the reactants [CH2:1]([O:3][C:4]1[CH:11]=[C:10]([F:12])[C:7]([CH2:8][OH:9])=[C:6]([F:13])[CH:5]=1)[CH3:2].[C:14]([O:18][C:19]([N:21]1[CH2:26][CH2:25][N:24]([C:27](Cl)=[O:28])[C@H:23]([CH2:30][CH3:31])[CH2:22]1)=[O:20])([CH3:17])([CH3:16])[CH3:15], predict the reaction product. The product is: [CH2:1]([O:3][C:4]1[CH:5]=[C:6]([F:13])[C:7]([CH2:8][O:9][C:27]([N:24]2[CH2:25][CH2:26][N:21]([C:19]([O:18][C:14]([CH3:16])([CH3:15])[CH3:17])=[O:20])[CH2:22][C@H:23]2[CH2:30][CH3:31])=[O:28])=[C:10]([F:12])[CH:11]=1)[CH3:2]. (3) Given the reactants [CH3:1][O:2][CH2:3][CH2:4][CH2:5][N:6]1[C:11]2[CH:12]=[C:13]([CH2:16][O:17][CH:18]3[CH:23]([C:24]4[CH:29]=[CH:28][C:27]([O:30][CH2:31][CH2:32]OS(C5C=CC(C)=CC=5)(=O)=O)=[CH:26][CH:25]=4)[CH2:22][CH2:21][N:20]([C:44]([O:46][CH2:47][C:48]4[CH:53]=[CH:52][CH:51]=[CH:50][CH:49]=4)=[O:45])[CH2:19]3)[CH:14]=[CH:15][C:10]=2[O:9][CH2:8][C:7]1=O.Cl.[C:56]1([CH:62]2[CH2:66][CH2:65][NH:64][CH2:63]2)[CH:61]=[CH:60][CH:59]=[CH:58][CH:57]=1.C(=O)([O-])[O-].[K+].[K+].C(=O)([O-])O.[Na+], predict the reaction product. The product is: [CH3:1][O:2][CH2:3][CH2:4][CH2:5][N:6]1[C:11]2[CH:12]=[C:13]([CH2:16][O:17][CH:18]3[CH:23]([C:24]4[CH:25]=[CH:26][C:27]([O:30][CH2:31][CH2:32][N:64]5[CH2:65][CH2:66][CH:62]([C:56]6[CH:61]=[CH:60][CH:59]=[CH:58][CH:57]=6)[CH2:63]5)=[CH:28][CH:29]=4)[CH2:22][CH2:21][N:20]([C:44]([O:46][CH2:47][C:48]4[CH:49]=[CH:50][CH:51]=[CH:52][CH:53]=4)=[O:45])[CH2:19]3)[CH:14]=[CH:15][C:10]=2[O:9][CH2:8][CH2:7]1. (4) Given the reactants N1C=CC=CC=1.[Cl:7][C:8]1[CH:22]=[CH:21][C:11]([O:12][CH2:13][C:14]2[CH:19]=[N:18][NH:17][C:16](=[O:20])[CH:15]=2)=[CH:10][CH:9]=1.[OH:23][C:24]([CH3:39])([CH3:38])[CH2:25][O:26][C:27]1[CH:32]=[CH:31][C:30](B(O)O)=[CH:29][C:28]=1[O:36][CH3:37].Cl, predict the reaction product. The product is: [Cl:7][C:8]1[CH:9]=[CH:10][C:11]([O:12][CH2:13][C:14]2[CH:19]=[N:18][N:17]([C:30]3[CH:31]=[CH:32][C:27]([O:26][CH2:25][C:24]([OH:23])([CH3:39])[CH3:38])=[C:28]([O:36][CH3:37])[CH:29]=3)[C:16](=[O:20])[CH:15]=2)=[CH:21][CH:22]=1. (5) Given the reactants [CH:1]1([N:4]([CH3:20])[CH:5]2[CH2:14][CH2:13][C:12]([CH3:16])([CH3:15])[C:11]3[CH:10]=[C:9]([C:17](O)=[O:18])[CH:8]=[CH:7][C:6]2=3)[CH2:3][CH2:2]1.C(N(CC)CC)C.ClC(OCC)=O.[N-:34]=[N+:35]=[N-:36].[Na+], predict the reaction product. The product is: [CH:1]1([N:4]([CH3:20])[CH:5]2[CH2:14][CH2:13][C:12]([CH3:16])([CH3:15])[C:11]3[CH:10]=[C:9]([C:17]([N:34]=[N+:35]=[N-:36])=[O:18])[CH:8]=[CH:7][C:6]2=3)[CH2:3][CH2:2]1. (6) Given the reactants [CH2:1]=[CH:2][CH2:3]/[CH:4]=[CH:5]\[CH2:6]/[CH:7]=[CH:8]\[CH2:9][CH2:10][CH2:11][CH2:12][CH2:13][CH2:14][CH2:15][C:16]1[CH:21]=[C:20]([OH:22])[CH:19]=[CH:18][CH:17]=1.[C:23](OC(=O)C)(=[O:25])[CH3:24], predict the reaction product. The product is: [C:23]([O:22][C:20]1[CH:19]=[CH:18][CH:17]=[C:16]([CH2:15][CH2:14][CH2:13][CH2:12][CH2:11][CH2:10][CH2:9][CH2:8][CH2:7][CH2:6][CH2:5][CH2:4][CH2:3][CH2:2][CH3:1])[CH:21]=1)(=[O:25])[CH3:24]. (7) Given the reactants [CH2:1]([OH:17])[CH2:2][CH2:3][CH2:4][CH2:5][CH2:6][CH2:7][CH2:8][CH2:9][CH2:10][CH2:11][CH2:12][CH2:13][CH2:14][CH2:15][CH3:16].ClCCl.C(N(C(C)C)CC)(C)C.[CH3:30][S:31](Cl)(=[O:33])=[O:32], predict the reaction product. The product is: [CH3:30][S:31]([O:17][CH2:1][CH2:2][CH2:3][CH2:4][CH2:5][CH2:6][CH2:7][CH2:8][CH2:9][CH2:10][CH2:11][CH2:12][CH2:13][CH2:14][CH2:15][CH3:16])(=[O:33])=[O:32].